From a dataset of Retrosynthesis with 50K atom-mapped reactions and 10 reaction types from USPTO. Predict the reactants needed to synthesize the given product. (1) Given the product C[Si](C)(C)C#Cc1nn(-c2cccc(C(F)(F)F)c2)ccc1=O, predict the reactants needed to synthesize it. The reactants are: C#C[Si](C)(C)C.O=c1ccn(-c2cccc(C(F)(F)F)c2)nc1Br. (2) The reactants are: Nc1cc(C(F)(F)F)ccc1-c1cc2ccccc2[nH]1. Given the product Nc1cc(C(F)(F)F)ccc1C1Cc2ccccc2N1, predict the reactants needed to synthesize it. (3) Given the product Cc1ccc(C(NC(=O)Cc2ccc3oc(C(N)c4c(C)noc4C)cc3c2)c2ccccc2)c(C)c1, predict the reactants needed to synthesize it. The reactants are: Cc1ccc(C(NC(=O)Cc2ccc3oc(C(Cl)c4c(C)noc4C)cc3c2)c2ccccc2)c(C)c1.N. (4) Given the product CC1CC(N2CCCCC2)CC(C)(C)C1, predict the reactants needed to synthesize it. The reactants are: C1CCNCC1.CC1CC(=O)CC(C)(C)C1.